Task: Predict which catalyst facilitates the given reaction.. Dataset: Catalyst prediction with 721,799 reactions and 888 catalyst types from USPTO (1) Reactant: C[N:2]([CH:4]=O)[CH3:3].O=P(Cl)(Cl)Cl.[C:11]([O:14][CH2:15]C)(=[O:13])C.[C:17]([O-:20])(O)=O.[Na+].Cl[CH2:23][CH2:24]Cl. Product: [CH:17]([C:3]1[NH:2][C:4]([C:11]([O:14][CH3:15])=[O:13])=[CH:24][CH:23]=1)=[O:20]. The catalyst class is: 6. (2) Reactant: [NH2:1][C:2]1[CH:10]=[C:9]2[C:5]([CH2:6][C:7](=[O:11])[NH:8]2)=[CH:4][CH:3]=1.[C:12](O[C:12]([O:14][C:15]([CH3:18])([CH3:17])[CH3:16])=[O:13])([O:14][C:15]([CH3:18])([CH3:17])[CH3:16])=[O:13].CCN(CC)CC. Product: [O:11]=[C:7]1[CH2:6][C:5]2[C:9](=[CH:10][C:2]([NH:1][C:12](=[O:13])[O:14][C:15]([CH3:18])([CH3:17])[CH3:16])=[CH:3][CH:4]=2)[NH:8]1. The catalyst class is: 1. (3) Reactant: [I:1][C:2]1[CH:3]=[C:4]2[C:8](=[CH:9][CH:10]=1)[NH:7][C:6](=[O:11])[C:5]2=O.[N:13]1[O:14][N:15]=[C:16]2[CH:21]=[C:20]([C:22]([NH:24][NH2:25])=[O:23])[CH:19]=[CH:18][C:17]=12. Product: [I:1][C:2]1[CH:3]=[C:4]2[C:8](=[CH:9][CH:10]=1)[NH:7][C:6](=[O:11])[C:5]2=[N:25][NH:24][C:22]([C:20]1[CH:19]=[CH:18][C:17]2=[N:13][O:14][N:15]=[C:16]2[CH:21]=1)=[O:23]. The catalyst class is: 15. (4) Reactant: [Cl:1][C:2]1[C:3]([CH2:17][N:18]2C(=O)C3C(=CC=CC=3)C2=O)=[CH:4][C:5]([C:8]2[S:12][C:11]([C:13]([F:16])([F:15])[F:14])=[N:10][CH:9]=2)=[N:6][CH:7]=1.O.NN. Product: [Cl:1][C:2]1[C:3]([CH2:17][NH2:18])=[CH:4][C:5]([C:8]2[S:12][C:11]([C:13]([F:15])([F:16])[F:14])=[N:10][CH:9]=2)=[N:6][CH:7]=1. The catalyst class is: 5.